Dataset: NCI-60 drug combinations with 297,098 pairs across 59 cell lines. Task: Regression. Given two drug SMILES strings and cell line genomic features, predict the synergy score measuring deviation from expected non-interaction effect. (1) Drug 1: CC1OCC2C(O1)C(C(C(O2)OC3C4COC(=O)C4C(C5=CC6=C(C=C35)OCO6)C7=CC(=C(C(=C7)OC)O)OC)O)O. Drug 2: CS(=O)(=O)OCCCCOS(=O)(=O)C. Cell line: MCF7. Synergy scores: CSS=29.5, Synergy_ZIP=-2.04, Synergy_Bliss=-1.73, Synergy_Loewe=-15.2, Synergy_HSA=0.282. (2) Drug 1: C1=C(C(=O)NC(=O)N1)F. Drug 2: C1CC(C1)(C(=O)O)C(=O)O.[NH2-].[NH2-].[Pt+2]. Cell line: RPMI-8226. Synergy scores: CSS=82.4, Synergy_ZIP=-13.1, Synergy_Bliss=-22.2, Synergy_Loewe=-18.5, Synergy_HSA=-15.5. (3) Drug 1: CCCS(=O)(=O)NC1=C(C(=C(C=C1)F)C(=O)C2=CNC3=C2C=C(C=N3)C4=CC=C(C=C4)Cl)F. Drug 2: CS(=O)(=O)C1=CC(=C(C=C1)C(=O)NC2=CC(=C(C=C2)Cl)C3=CC=CC=N3)Cl. Cell line: HCC-2998. Synergy scores: CSS=-8.87, Synergy_ZIP=3.04, Synergy_Bliss=-12.4, Synergy_Loewe=-24.4, Synergy_HSA=-24.2. (4) Drug 1: CC(CN1CC(=O)NC(=O)C1)N2CC(=O)NC(=O)C2. Drug 2: CC1CCC2CC(C(=CC=CC=CC(CC(C(=O)C(C(C(=CC(C(=O)CC(OC(=O)C3CCCCN3C(=O)C(=O)C1(O2)O)C(C)CC4CCC(C(C4)OC)O)C)C)O)OC)C)C)C)OC. Cell line: 786-0. Synergy scores: CSS=24.7, Synergy_ZIP=-10.1, Synergy_Bliss=-7.15, Synergy_Loewe=-7.54, Synergy_HSA=-2.00. (5) Drug 1: CNC(=O)C1=CC=CC=C1SC2=CC3=C(C=C2)C(=NN3)C=CC4=CC=CC=N4. Drug 2: CC1CCCC2(C(O2)CC(NC(=O)CC(C(C(=O)C(C1O)C)(C)C)O)C(=CC3=CSC(=N3)C)C)C. Cell line: ACHN. Synergy scores: CSS=11.7, Synergy_ZIP=-0.925, Synergy_Bliss=3.47, Synergy_Loewe=1.02, Synergy_HSA=0.919. (6) Drug 1: CC1=CC=C(C=C1)C2=CC(=NN2C3=CC=C(C=C3)S(=O)(=O)N)C(F)(F)F. Drug 2: CC1=C(C=C(C=C1)C(=O)NC2=CC(=CC(=C2)C(F)(F)F)N3C=C(N=C3)C)NC4=NC=CC(=N4)C5=CN=CC=C5. Cell line: HL-60(TB). Synergy scores: CSS=-33.4, Synergy_ZIP=11.2, Synergy_Bliss=-2.71, Synergy_Loewe=-26.4, Synergy_HSA=-28.0. (7) Drug 1: C1=CC(=C2C(=C1NCCNCCO)C(=O)C3=C(C=CC(=C3C2=O)O)O)NCCNCCO. Drug 2: COC1=NC(=NC2=C1N=CN2C3C(C(C(O3)CO)O)O)N. Cell line: NCIH23. Synergy scores: CSS=61.4, Synergy_ZIP=8.40, Synergy_Bliss=9.15, Synergy_Loewe=-52.5, Synergy_HSA=8.79. (8) Drug 1: C1=CC(=C2C(=C1NCCNCCO)C(=O)C3=C(C=CC(=C3C2=O)O)O)NCCNCCO. Drug 2: CC1=CC=C(C=C1)C2=CC(=NN2C3=CC=C(C=C3)S(=O)(=O)N)C(F)(F)F. Cell line: COLO 205. Synergy scores: CSS=56.2, Synergy_ZIP=9.71, Synergy_Bliss=7.43, Synergy_Loewe=-21.0, Synergy_HSA=7.08.